Binary Classification. Given a T-cell receptor sequence (or CDR3 region) and an epitope sequence, predict whether binding occurs between them. From a dataset of TCR-epitope binding with 47,182 pairs between 192 epitopes and 23,139 TCRs. (1) The epitope is HTTDPSFLGRY. The TCR CDR3 sequence is CASSLEGPGLAGGPGDTQYF. Result: 1 (the TCR binds to the epitope). (2) The epitope is MPASWVMRI. The TCR CDR3 sequence is CASSLDKLAGFSGELFF. Result: 1 (the TCR binds to the epitope). (3) The epitope is FLYALALLL. The TCR CDR3 sequence is CASSVDGAYNEQFF. Result: 0 (the TCR does not bind to the epitope). (4) The epitope is LEPLVDLPI. The TCR CDR3 sequence is CASSLPGLPYEQYF. Result: 0 (the TCR does not bind to the epitope). (5) The epitope is ILKEPVHGV. The TCR CDR3 sequence is CASSQAENTEAFF. Result: 0 (the TCR does not bind to the epitope). (6) The epitope is CINGVCWTV. The TCR CDR3 sequence is CANRDRGRDEQFF. Result: 1 (the TCR binds to the epitope). (7) The epitope is RLRAEAQVK. Result: 1 (the TCR binds to the epitope). The TCR CDR3 sequence is CASSQEEGSGWVLFF.